From a dataset of Full USPTO retrosynthesis dataset with 1.9M reactions from patents (1976-2016). Predict the reactants needed to synthesize the given product. (1) Given the product [N:1]1([CH2:8][CH2:9][O:10][C:11]2[CH:16]=[CH:15][C:14]([C:17]([C:19]3[C:28]4[C:23](=[CH:24][C:25]([O:29][CH3:30])=[CH:26][CH:27]=4)[CH:22]=[CH:21][C:20]=3[O:31][S:41]([C:40]([F:53])([F:52])[F:39])(=[O:43])=[O:42])=[O:18])=[CH:13][CH:12]=2)[CH2:7][CH2:6][CH2:5][CH2:4][CH2:3][CH2:2]1, predict the reactants needed to synthesize it. The reactants are: [N:1]1([CH2:8][CH2:9][O:10][C:11]2[CH:16]=[CH:15][C:14]([C:17]([C:19]3[C:28]4[C:23](=[CH:24][C:25]([O:29][CH3:30])=[CH:26][CH:27]=4)[CH:22]=[CH:21][C:20]=3[OH:31])=[O:18])=[CH:13][CH:12]=2)[CH2:7][CH2:6][CH2:5][CH2:4][CH2:3][CH2:2]1.C(N(CC)CC)C.[F:39][C:40]([F:53])([F:52])[S:41](O[S:41]([C:40]([F:53])([F:52])[F:39])(=[O:43])=[O:42])(=[O:43])=[O:42]. (2) Given the product [Cl:1][C:2]1[CH:7]=[C:6]([F:8])[C:5]([C:9]2[C:18]3[C:13](=[CH:14][C:15]([N:19]4[CH2:20][CH2:21][O:22][CH2:23][CH2:24]4)=[CH:16][CH:17]=3)[N:12]=[CH:11][N:10]=2)=[CH:4][C:3]=1[C:25]([C:27]1[N:28]=[N:29][C:30]([O:38][CH:36]2[CH2:37][O:34][CH2:35]2)=[CH:31][CH:32]=1)=[O:26], predict the reactants needed to synthesize it. The reactants are: [Cl:1][C:2]1[CH:7]=[C:6]([F:8])[C:5]([C:9]2[C:18]3[C:13](=[CH:14][C:15]([N:19]4[CH2:24][CH2:23][O:22][CH2:21][CH2:20]4)=[CH:16][CH:17]=3)[N:12]=[CH:11][N:10]=2)=[CH:4][C:3]=1[C:25]([C:27]1[N:28]=[N:29][C:30](Cl)=[CH:31][CH:32]=1)=[O:26].[O:34]1[CH2:37][CH:36]([OH:38])[CH2:35]1.[H-].[Na+].Cl. (3) Given the product [Cl:34][C:24]1[CH:23]=[C:22]([C@@H:7]([CH2:6][CH:1]2[CH2:5][CH2:4][CH2:3][CH2:2]2)[C:8]([OH:9])=[O:36])[CH:27]=[CH:26][C:25]=1[S:28][CH:29]1[CH2:33][CH2:32][CH2:31][CH2:30]1, predict the reactants needed to synthesize it. The reactants are: [CH:1]1([CH2:6][C@H:7]([C:22]2[CH:27]=[CH:26][C:25]([S:28][CH:29]3[CH2:33][CH2:32][CH2:31][CH2:30]3)=[C:24]([Cl:34])[CH:23]=2)[C:8](N([C@H](C)[C@H](O)C2C=CC=CC=2)C)=[O:9])[CH2:5][CH2:4][CH2:3][CH2:2]1.S(=O)(=O)(O)[OH:36]. (4) The reactants are: [F:1][C:2]([F:34])([F:33])[C:3]1[CH:4]=[C:5]([CH:26]=[C:27]([C:29]([F:32])([F:31])[F:30])[CH:28]=1)[CH2:6][N:7]([CH2:14][C:15]1[CH:20]=[C:19]([C:21]([F:24])([F:23])[F:22])[CH:18]=[CH:17][C:16]=1Br)[C:8]1[N:9]=[N:10][N:11]([CH3:13])[N:12]=1.[C-:35]#[N:36]. Given the product [F:1][C:2]([F:34])([F:33])[C:3]1[CH:4]=[C:5]([CH:26]=[C:27]([C:29]([F:32])([F:31])[F:30])[CH:28]=1)[CH2:6][N:7]([CH2:14][C:15]1[CH:20]=[C:19]([C:21]([F:24])([F:23])[F:22])[CH:18]=[CH:17][C:16]=1[C:35]#[N:36])[C:8]1[N:9]=[N:10][N:11]([CH3:13])[N:12]=1, predict the reactants needed to synthesize it.